The task is: Predict the reactants needed to synthesize the given product.. This data is from Full USPTO retrosynthesis dataset with 1.9M reactions from patents (1976-2016). (1) Given the product [CH2:1]([O:3][C:4](=[O:13])[C:5]1[CH:10]=[CH:9][CH:8]=[C:7]([F:11])[C:6]=1[SH:14])[CH3:2], predict the reactants needed to synthesize it. The reactants are: [CH2:1]([O:3][C:4](=[O:13])[C:5]1[CH:10]=[CH:9][CH:8]=[C:7]([F:11])[C:6]=1F)[CH3:2].[S-2:14].[Na+].[Na+]. (2) Given the product [CH2:1]([CH:3]([N:6]1[C:18]2[C:17]3[CH:16]=[CH:15][CH:14]=[C:13]([I:19])[C:12]=3[N:11]=[C:10]([CH3:20])[C:9]=2[CH:8]=[CH:7]1)[CH2:4][CH3:5])[CH3:2], predict the reactants needed to synthesize it. The reactants are: [CH2:1]([CH:3]([N:6]1[C:18]2[C:17]3[CH:16]=[CH:15][CH:14]=[C:13]([I:19])[C:12]=3[N:11]=[C:10]([CH3:20])[C:9]=2[CH2:8][CH2:7]1)[CH2:4][CH3:5])[CH3:2]. (3) The reactants are: [F:1][C:2]1[CH:3]=[C:4]([CH2:9][C:10]([NH:12][C@H:13]([C:15]([OH:17])=O)[CH3:14])=[O:11])[CH:5]=[C:6]([F:8])[CH:7]=1.Cl.[CH3:19][O:20][C:21](=[O:27])[C@@H:22]1[CH2:26][CH2:25][CH2:24][NH:23]1. Given the product [CH3:19][O:20][C:21](=[O:27])[C@@H:22]1[CH2:26][CH2:25][CH2:24][N:23]1[C:15](=[O:17])[C@H:13]([CH3:14])[NH:12][C:10](=[O:11])[CH2:9][C:4]1[CH:5]=[C:6]([F:8])[CH:7]=[C:2]([F:1])[CH:3]=1, predict the reactants needed to synthesize it. (4) Given the product [Cl:1][C:2]1[CH:3]=[C:4]2[C:14](=[CH:15][CH:16]=1)[C:8]1([CH2:9][CH2:10][O:11][CH2:12][CH2:13]1)[C:7](=[O:17])[C:6]([C:18]([NH:38][C@H:37]([C:36]([O:35][CH3:34])=[O:41])[CH2:39][OH:40])=[O:19])=[C:5]2[OH:23], predict the reactants needed to synthesize it. The reactants are: [Cl:1][C:2]1[CH:3]=[C:4]2[C:14](=[CH:15][CH:16]=1)[C:8]1([CH2:13][CH2:12][O:11][CH2:10][CH2:9]1)[C:7](=[O:17])[C:6]([C:18](OCC)=[O:19])=[C:5]2[OH:23].C(N(C(C)C)C(C)C)C.Cl.[CH3:34][O:35][C:36](=[O:41])[C@H:37]([CH2:39][OH:40])[NH2:38]. (5) Given the product [CH3:37][CH:38]([CH3:39])[CH2:26][NH:24][C:18]([CH:15]1[CH2:14][CH2:13][N:12]([CH:10]2[CH2:9][C:8]3([CH2:21][CH2:22][N:6]([C:4]([O:3][CH2:1][CH3:2])=[O:5])[CH2:7]3)[CH2:11]2)[CH2:17][CH2:16]1)=[O:19], predict the reactants needed to synthesize it. The reactants are: [CH2:1]([O:3][C:4]([N:6]1[CH2:22][CH2:21][C:8]2([CH2:11][CH:10]([N:12]3[CH2:17][CH2:16][CH:15]([C:18](O)=[O:19])[CH2:14][CH2:13]3)[CH2:9]2)[CH2:7]1)=[O:5])[CH3:2].C[N:24]([CH:26]=O)C.CN(C(ON1N=N[C:38]2[CH:39]=CC=N[C:37]1=2)=[N+](C)C)C.F[P-](F)(F)(F)(F)F.CCN(C(C)C)C(C)C. (6) Given the product [CH2:66]([O:65][C:63]1[N:64]=[C:25]([CH:10]2[CH2:11][CH:12]([C:14]3[CH:15]=[CH:16][C:17]([CH2:20][C:21]([F:24])([F:22])[F:23])=[CH:18][CH:19]=3)[CH2:13][N:8]([C:6]([O:5][C:1]([CH3:2])([CH3:4])[CH3:3])=[O:7])[CH2:9]2)[O:27][N:62]=1)[CH3:67], predict the reactants needed to synthesize it. The reactants are: [C:1]([O:5][C:6]([N:8]1[CH2:13][CH:12]([C:14]2[CH:19]=[CH:18][C:17]([CH2:20][C:21]([F:24])([F:23])[F:22])=[CH:16][CH:15]=2)[CH2:11][CH:10]([C:25]([OH:27])=O)[CH2:9]1)=[O:7])([CH3:4])([CH3:3])[CH3:2].CN(C(ON1N=NC2C=CC=NC1=2)=[N+](C)C)C.F[P-](F)(F)(F)(F)F.C(N(CC)C(C)C)(C)C.O[N:62]=[C:63]([O:65][CH2:66][CH3:67])[NH2:64]. (7) Given the product [C:3]([C:6]1([OH:5])[CH2:9][CH:8]([C:10]([O:12][CH2:13][CH3:14])=[O:11])[CH2:7]1)#[CH:4], predict the reactants needed to synthesize it. The reactants are: Br[Mg][C:3]#[CH:4].[O:5]=[C:6]1[CH2:9][CH:8]([C:10]([O:12][CH2:13][CH3:14])=[O:11])[CH2:7]1.